The task is: Predict which catalyst facilitates the given reaction.. This data is from Catalyst prediction with 721,799 reactions and 888 catalyst types from USPTO. (1) Reactant: [Br:1][C:2]1[CH:3]=[CH:4][C:5]2[CH:10]([CH2:11][C:12]([OH:14])=[O:13])[O:9][CH2:8][CH2:7][C:6]=2[CH:15]=1.CC1C=CC([C@H](N)C)=CC=1.Cl. Product: [Br:1][C:2]1[CH:3]=[CH:4][C:5]2[C@H:10]([CH2:11][C:12]([OH:14])=[O:13])[O:9][CH2:8][CH2:7][C:6]=2[CH:15]=1. The catalyst class is: 47. (2) Reactant: [F:1][C:2]1[CH:3]=[C:4]([N+:21]([O-])=O)[CH:5]=[CH:6][C:7]=1[N:8]1[CH2:12][CH2:11][C@@H:10]([NH:13][C:14]([O:16][C:17]([CH3:20])([CH3:19])[CH3:18])=[O:15])[CH2:9]1. Product: [NH2:21][C:4]1[CH:5]=[CH:6][C:7]([N:8]2[CH2:12][CH2:11][C@@H:10]([NH:13][C:14]([O:16][C:17]([CH3:20])([CH3:19])[CH3:18])=[O:15])[CH2:9]2)=[C:2]([F:1])[CH:3]=1. The catalyst class is: 99. (3) Reactant: [C:1]([C:3]1[CH:4]=[C:5]([CH:28]=[C:29]([O:31][C:32]([F:35])([F:34])[F:33])[CH:30]=1)[CH2:6][O:7][C:8]1[CH:16]=[CH:15][C:14]2[N:13]3[CH2:17][CH2:18][CH:19]([CH2:20][C:21]([O:23]C(C)(C)C)=[O:22])[C:12]3=[CH:11][C:10]=2[CH:9]=1)#[N:2].C1(SC)C=CC=CC=1.FC(F)(F)C(O)=O. Product: [C:1]([C:3]1[CH:4]=[C:5]([CH:28]=[C:29]([O:31][C:32]([F:35])([F:33])[F:34])[CH:30]=1)[CH2:6][O:7][C:8]1[CH:16]=[CH:15][C:14]2[N:13]3[CH2:17][CH2:18][CH:19]([CH2:20][C:21]([OH:23])=[O:22])[C:12]3=[CH:11][C:10]=2[CH:9]=1)#[N:2]. The catalyst class is: 4. (4) Reactant: [O:1]=[C:2]1[CH2:8][CH2:7][N:6]([C:9]([O:11][CH2:12][C:13]2[CH:18]=[CH:17][CH:16]=[CH:15][CH:14]=2)=[O:10])[CH2:5][CH2:4][CH:3]1C(OCC)=O.C(=O)([O-])[O-].[K+].[K+].Cl. Product: [O:1]=[C:2]1[CH2:3][CH2:4][CH2:5][N:6]([C:9]([O:11][CH2:12][C:13]2[CH:14]=[CH:15][CH:16]=[CH:17][CH:18]=2)=[O:10])[CH2:7][CH2:8]1. The catalyst class is: 253.